This data is from Forward reaction prediction with 1.9M reactions from USPTO patents (1976-2016). The task is: Predict the product of the given reaction. (1) Given the reactants [NH2:1][C:2]1[CH:7]=[CH:6][C:5]([C:8]2[O:9][C:10]([C:13]3[CH:18]=[CH:17][C:16]([NH2:19])=[CH:15][C:14]=3[CH3:20])=[CH:11][CH:12]=2)=[C:4]([CH3:21])[CH:3]=1.Br.C1C2C(=CC=CC=2)C=CC=1CS[C:35](=[NH:42])[C:36]1[CH:41]=[CH:40][CH:39]=[CH:38][CH:37]=1.Cl, predict the reaction product. The product is: [C:35]([NH:19][C:16]1[CH:17]=[CH:18][C:13]([C:10]2[O:9][C:8]([C:5]3[CH:6]=[CH:7][C:2]([NH:1][C:35](=[NH:42])[C:36]4[CH:37]=[CH:38][CH:39]=[CH:40][CH:41]=4)=[CH:3][C:4]=3[CH3:21])=[CH:12][CH:11]=2)=[C:14]([CH3:20])[CH:15]=1)(=[NH:42])[C:36]1[CH:41]=[CH:40][CH:39]=[CH:38][CH:37]=1. (2) Given the reactants N#N.[CH3:3][S:4]([O-:6])=[O:5].[Na+].C[N:9](C)CCN.Br[C:15]1[CH:16]=[C:17]([C:28]([NH:30][CH2:31][C:32]2[C:33](=[O:40])[NH:34][C:35]([CH3:39])=[CH:36][C:37]=2[CH3:38])=[O:29])[C:18]2[C:19]([CH3:27])=[CH:20][N:21]([CH:24]3[CH2:26][CH2:25]3)[C:22]=2[CH:23]=1, predict the reaction product. The product is: [NH3:9].[CH:24]1([N:21]2[C:22]3[CH:23]=[C:15]([S:4]([CH3:3])(=[O:6])=[O:5])[CH:16]=[C:17]([C:28]([NH:30][CH2:31][C:32]4[C:33](=[O:40])[NH:34][C:35]([CH3:39])=[CH:36][C:37]=4[CH3:38])=[O:29])[C:18]=3[C:19]([CH3:27])=[CH:20]2)[CH2:26][CH2:25]1. (3) Given the reactants Cl.[O:2]=[C:3]1[NH:9][C:8]2[CH:10]=[CH:11][C:12]([C:14]([O:16][CH3:17])=[O:15])=[CH:13][C:7]=2[CH2:6][NH:5][CH2:4]1.[CH:18](=O)[C:19]1[CH:24]=[CH:23][C:22]([O:25][CH3:26])=[CH:21][CH:20]=1.CCN(CC)CC.C(O[BH-](OC(=O)C)OC(=O)C)(=O)C.[Na+], predict the reaction product. The product is: [CH3:26][O:25][C:22]1[CH:23]=[CH:24][C:19]([CH2:18][N:5]2[CH2:6][C:7]3[CH:13]=[C:12]([C:14]([O:16][CH3:17])=[O:15])[CH:11]=[CH:10][C:8]=3[NH:9][C:3](=[O:2])[CH2:4]2)=[CH:20][CH:21]=1. (4) Given the reactants [C:1]1([C:7]2[C:18]3[CH:17]=[C:16]4[C:12]([CH2:13][CH2:14][CH2:15]4)=[CH:11][C:10]=3[CH2:9][CH:8]=2)[CH:6]=[CH:5][CH:4]=[CH:3][CH:2]=1.[Li][Li].[Si:21]([CH3:25])([CH3:24])(Cl)[Cl:22], predict the reaction product. The product is: [Cl:22][Si:21]([CH3:25])([CH3:24])[CH:9]1[C:10]2[C:18](=[CH:17][C:16]3[CH2:15][CH2:14][CH2:13][C:12]=3[CH:11]=2)[C:7]([C:1]2[CH:6]=[CH:5][CH:4]=[CH:3][CH:2]=2)=[CH:8]1. (5) Given the reactants [Cl:1][C:2]1[CH:3]=[C:4]2[C:8](=[CH:9][CH:10]=1)[N:7]([CH3:11])[C:6]([CH:12]([NH:19][C:20]1[CH:28]=[CH:27][C:23]([C:24]([OH:26])=O)=[CH:22][CH:21]=1)[CH2:13][CH2:14][CH2:15][CH2:16][CH2:17][CH3:18])=[CH:5]2.Cl.[CH2:30]([O:32][C:33](=[O:37])[CH2:34][CH2:35][NH2:36])[CH3:31].O.ON1C2C=CC=CC=2N=N1.Cl.C(N=C=NCCCN(C)C)C.[Cl-].[NH4+], predict the reaction product. The product is: [Cl:1][C:2]1[CH:3]=[C:4]2[C:8](=[CH:9][CH:10]=1)[N:7]([CH3:11])[C:6]([CH:12]([NH:19][C:20]1[CH:28]=[CH:27][C:23]([C:24]([NH:36][CH2:35][CH2:34][C:33]([O:32][CH2:30][CH3:31])=[O:37])=[O:26])=[CH:22][CH:21]=1)[CH2:13][CH2:14][CH2:15][CH2:16][CH2:17][CH3:18])=[CH:5]2. (6) The product is: [C:9]([O:13][C:14]([N:16]1[CH2:21][CH2:20][CH:19]([NH:22][C:2]2[CH:7]=[CH:6][C:5]([Br:8])=[CH:4][N:3]=2)[CH2:18][CH2:17]1)=[O:15])([CH3:12])([CH3:10])[CH3:11]. Given the reactants Br[C:2]1[CH:7]=[CH:6][C:5]([Br:8])=[CH:4][N:3]=1.[C:9]([O:13][C:14]([N:16]1[CH2:21][CH2:20][CH:19]([NH2:22])[CH2:18][CH2:17]1)=[O:15])([CH3:12])([CH3:11])[CH3:10].C(N(C(C)C)CC)(C)C, predict the reaction product. (7) Given the reactants Br[C:2]1[CH:3]=[C:4]([NH:8][C@H:9]([C:12]2[CH:17]=[CH:16][CH:15]=[CH:14][CH:13]=2)[CH2:10][OH:11])[CH:5]=[N:6][CH:7]=1.CC1(C)C(C)(C)OB([C:26]2[CH:35]=[CH:34][C:29]3[NH:30][C:31](=[O:33])[S:32][C:28]=3[CH:27]=2)O1.C(=O)([O-])[O-].[K+].[K+], predict the reaction product. The product is: [OH:11][CH2:10][C@H:9]([NH:8][C:4]1[CH:3]=[C:2]([C:26]2[CH:35]=[CH:34][C:29]3[NH:30][C:31](=[O:33])[S:32][C:28]=3[CH:27]=2)[CH:7]=[N:6][CH:5]=1)[C:12]1[CH:17]=[CH:16][CH:15]=[CH:14][CH:13]=1.